From a dataset of Full USPTO retrosynthesis dataset with 1.9M reactions from patents (1976-2016). Predict the reactants needed to synthesize the given product. (1) Given the product [C:39]([CH:29]([CH2:30][CH2:31][CH2:32][C:33]1[CH:38]=[CH:37][CH:36]=[CH:35][CH:34]=1)[C:28]([NH:27][CH:24]([C:20]1[C:21](=[O:23])[NH:22][C:17]([CH2:16][C:15]2[CH:43]=[CH:44][C:45]([O:46][CH3:47])=[C:13]([O:12][CH3:11])[CH:14]=2)=[N:18][N:19]=1)[CH2:25][CH3:26])=[O:42])(=[O:41])[CH3:40], predict the reactants needed to synthesize it. The reactants are: C(Cl)(=O)C(Cl)=O.CS(C)=O.[CH3:11][O:12][C:13]1[CH:14]=[C:15]([CH:43]=[CH:44][C:45]=1[O:46][CH3:47])[CH2:16][C:17]1[NH:22][C:21](=[O:23])[C:20]([CH:24]([NH:27][C:28](=[O:42])[CH:29]([CH:39]([OH:41])[CH3:40])[CH2:30][CH2:31][CH2:32][C:33]2[CH:38]=[CH:37][CH:36]=[CH:35][CH:34]=2)[CH2:25][CH3:26])=[N:19][N:18]=1.C(N(CC)CC)C. (2) The reactants are: [CH:1]1([C:4]2[O:8][N:7]=[C:6]([C:9]3[CH:14]=[CH:13][CH:12]=[CH:11][C:10]=3[O:15][C:16]([F:19])([F:18])[F:17])[C:5]=2[CH2:20][O:21][CH:22]2[CH2:28][CH:27]3[N:29](C(OC(C)(C)C)=O)[CH:24]([CH2:25][CH2:26]3)[CH2:23]2)[CH2:3][CH2:2]1.FC(F)(F)C(O)=O. Given the product [CH:27]12[NH:29][CH:24]([CH2:25][CH2:26]1)[CH2:23][CH:22]([O:21][CH2:20][C:5]1[C:6]([C:9]3[CH:14]=[CH:13][CH:12]=[CH:11][C:10]=3[O:15][C:16]([F:17])([F:19])[F:18])=[N:7][O:8][C:4]=1[CH:1]1[CH2:2][CH2:3]1)[CH2:28]2, predict the reactants needed to synthesize it. (3) Given the product [C:15]([C:13]1[CH:12]=[C:11]([NH:19][S:20]([CH3:23])(=[O:22])=[O:21])[CH:10]=[C:9]([NH:8][C:31]([NH:32][C:33]2[C:42]3[C:37](=[CH:38][CH:39]=[CH:40][CH:41]=3)[C:36]([O:43][C:44]3[CH:49]=[CH:48][N:47]=[C:46]([NH:50][C:51]4[CH:56]=[C:55]([O:57][CH2:58][CH2:59][O:60][CH2:61][CH2:62][O:63][CH2:64][CH2:65][O:66][CH3:67])[CH:54]=[C:53]([O:68][CH3:69])[CH:52]=4)[N:45]=3)=[CH:35][CH:34]=2)=[O:30])[CH:14]=1)([CH3:16])([CH3:17])[CH3:18], predict the reactants needed to synthesize it. The reactants are: C(N(CC)CC)C.[NH2:8][C:9]1[CH:10]=[C:11]([NH:19][S:20]([CH3:23])(=[O:22])=[O:21])[CH:12]=[C:13]([C:15]([CH3:18])([CH3:17])[CH3:16])[CH:14]=1.C1([O:30][C:31](=O)[NH:32][C:33]2[C:42]3[C:37](=[CH:38][CH:39]=[CH:40][CH:41]=3)[C:36]([O:43][C:44]3[CH:49]=[CH:48][N:47]=[C:46]([NH:50][C:51]4[CH:56]=[C:55]([O:57][CH2:58][CH2:59][O:60][CH2:61][CH2:62][O:63][CH2:64][CH2:65][O:66][CH3:67])[CH:54]=[C:53]([O:68][CH3:69])[CH:52]=4)[N:45]=3)=[CH:35][CH:34]=2)C=CC=CC=1. (4) Given the product [F:1][C:2]1[CH:38]=[C:37]([F:39])[CH:36]=[CH:35][C:3]=1[O:4][C:5]1[C:13]2[N:12]=[CH:11][N:10]([CH3:14])[C:9]=2[CH:8]=[CH:7][C:6]=1[C:15]1[C:16]2[CH:24]=[CH:23][N:22]([S:25]([C:28]3[CH:33]=[CH:32][C:31]([CH3:34])=[CH:30][CH:29]=3)(=[O:27])=[O:26])[C:17]=2[C:18](=[O:21])[N:19]([CH2:40][CH3:41])[CH:20]=1, predict the reactants needed to synthesize it. The reactants are: [F:1][C:2]1[CH:38]=[C:37]([F:39])[CH:36]=[CH:35][C:3]=1[O:4][C:5]1[C:13]2[N:12]=[CH:11][N:10]([CH3:14])[C:9]=2[CH:8]=[CH:7][C:6]=1[C:15]1[C:16]2[CH:24]=[CH:23][N:22]([S:25]([C:28]3[CH:33]=[CH:32][C:31]([CH3:34])=[CH:30][CH:29]=3)(=[O:27])=[O:26])[C:17]=2[C:18](=[O:21])[NH:19][CH:20]=1.[CH3:40][C:41](C)([O-])C.[K+].ICC. (5) Given the product [F:2][C:3]1[C:12]2[C:7](=[CH:8][CH:9]=[CH:10][CH:11]=2)[CH:6]=[CH:5][C:4]=1[O:13][CH2:14][CH2:15][NH:16][CH2:23][C:18]1[CH:19]=[CH:20][CH:21]=[CH:22][N:17]=1, predict the reactants needed to synthesize it. The reactants are: [Cl-].[F:2][C:3]1[C:12]2[C:7](=[CH:8][CH:9]=[CH:10][CH:11]=2)[CH:6]=[CH:5][C:4]=1[O:13][CH2:14][CH2:15][NH3+:16].[N:17]1[CH:22]=[CH:21][CH:20]=[CH:19][C:18]=1[CH:23]=O. (6) Given the product [CH3:1][N:2]([CH3:37])[CH2:3][C:4]1[CH:9]=[CH:8][C:7]([C:10]2[NH:27][C:13]3=[N:14][CH:15]=[CH:16][C:17]([C:39]4[C:40]([C:45]5[CH:50]=[CH:49][C:48]([N+:51]([O-:53])=[O:52])=[CH:47][CH:46]=5)=[N:41][N:42]([CH3:44])[CH:43]=4)=[C:12]3[CH:11]=2)=[CH:6][CH:5]=1, predict the reactants needed to synthesize it. The reactants are: [CH3:1][N:2]([CH3:37])[CH2:3][C:4]1[CH:9]=[CH:8][C:7]([C:10]2[N:27](S(C3C=CC=CC=3)(=O)=O)[C:13]3=[N:14][CH:15]=[CH:16][C:17](B4OC(C)(C)C(C)(C)O4)=[C:12]3[CH:11]=2)=[CH:6][CH:5]=1.Br[C:39]1[C:40]([C:45]2[CH:50]=[CH:49][C:48]([N+:51]([O-:53])=[O:52])=[CH:47][CH:46]=2)=[N:41][N:42]([CH3:44])[CH:43]=1.